Task: Predict which catalyst facilitates the given reaction.. Dataset: Catalyst prediction with 721,799 reactions and 888 catalyst types from USPTO (1) Reactant: [CH:1]1([CH2:4][C:5](=O)[CH3:6])[CH2:3][CH2:2]1.[CH3:8][C:9]([S:12]([NH2:14])=[O:13])([CH3:11])[CH3:10]. Product: [CH:1]1([CH2:4]/[C:5](=[N:14]/[S:12]([C:9]([CH3:11])([CH3:10])[CH3:8])=[O:13])/[CH3:6])[CH2:3][CH2:2]1. The catalyst class is: 1. (2) Reactant: C([O:3][C:4](=O)[CH2:5][C:6]1[CH:7]=[CH:8][C:9]2[N:14]([CH3:15])[CH2:13][CH2:12][N:11]([C:16]([O:18][C:19]([CH3:22])([CH3:21])[CH3:20])=[O:17])[C:10]=2[N:23]=1)C.[Li+].[BH4-]. Product: [OH:3][CH2:4][CH2:5][C:6]1[CH:7]=[CH:8][C:9]2[N:14]([CH3:15])[CH2:13][CH2:12][N:11]([C:16]([O:18][C:19]([CH3:21])([CH3:20])[CH3:22])=[O:17])[C:10]=2[N:23]=1. The catalyst class is: 1.